This data is from Peptide-MHC class I binding affinity with 185,985 pairs from IEDB/IMGT. The task is: Regression. Given a peptide amino acid sequence and an MHC pseudo amino acid sequence, predict their binding affinity value. This is MHC class I binding data. (1) The binding affinity (normalized) is 0.0847. The peptide sequence is SRYFGNVRL. The MHC is HLA-A03:01 with pseudo-sequence HLA-A03:01. (2) The peptide sequence is TTIEDILPK. The MHC is HLA-A11:01 with pseudo-sequence HLA-A11:01. The binding affinity (normalized) is 0.791. (3) The peptide sequence is QCGDPSSFEY. The MHC is HLA-A26:01 with pseudo-sequence HLA-A26:01. The binding affinity (normalized) is 0. (4) The peptide sequence is RQFPTAFEG. The MHC is Mamu-B3901 with pseudo-sequence Mamu-B3901. The binding affinity (normalized) is 0.335.